Dataset: Human liver microsome stability data. Task: Regression/Classification. Given a drug SMILES string, predict its absorption, distribution, metabolism, or excretion properties. Task type varies by dataset: regression for continuous measurements (e.g., permeability, clearance, half-life) or binary classification for categorical outcomes (e.g., BBB penetration, CYP inhibition). Dataset: hlm. (1) The drug is O=[N+]([O-])CC(c1cccs1)c1c(-c2ccccc2)[nH]c2cc(C(F)(F)F)ccc12. The result is 0 (unstable in human liver microsomes). (2) The compound is Clc1cc2nc(CNc3nc(N4CCNCC4)nc4c3ncn4-c3cccnc3)[nH]c2cc1Cl. The result is 1 (stable in human liver microsomes). (3) The compound is COc1cccc(CN(C(=O)Nc2ccc(-c3cn[nH]c3)cc2)C2CC2)c1. The result is 1 (stable in human liver microsomes). (4) The compound is COc1ccc2[nH]c(C(=O)N3CC(=O)N(Cc4ccccc4)[C@@H](Cc4ccccc4)C3)cc2c1. The result is 0 (unstable in human liver microsomes). (5) The compound is O=C(O)C12CCC(C(=O)N3CC[C@](c4ccc(C(F)(C(F)(F)F)C(F)(F)F)cc4)(S(=O)(=O)c4ccc(F)cc4)C3)(CC1)CC2. The result is 0 (unstable in human liver microsomes). (6) The molecule is C[C@H]1O[C@@H](n2cc(-c3ccccc3)c3c(NCC(=O)NC4CC4)ncnc32)[C@H](O)[C@@H]1O. The result is 0 (unstable in human liver microsomes). (7) The result is 0 (unstable in human liver microsomes). The compound is CC(C)N1CCN=C1N=C(Nc1ccc(Cl)c(Cl)c1)NC12CC3CC(CC(C3)C1)C2.